Dataset: Forward reaction prediction with 1.9M reactions from USPTO patents (1976-2016). Task: Predict the product of the given reaction. (1) Given the reactants [F:1][C:2]1([F:25])[CH2:8][N:7]([C:9]([O:11][C:12]([CH3:15])([CH3:14])[CH3:13])=[O:10])[CH2:6][CH2:5][N:4]([C:16]2[N:20]([CH3:21])[N:19]=[CH:18][C:17]=2[N+:22]([O-:24])=[O:23])[CH2:3]1.ClC1N(C[CH:33]([F:35])[F:34])N=CC=1[N+]([O-])=O, predict the reaction product. The product is: [F:34][CH:33]([F:35])[CH2:21][N:20]1[C:16]([N:4]2[CH2:3][C:2]([F:1])([F:25])[CH2:8][N:7]([C:9]([O:11][C:12]([CH3:15])([CH3:14])[CH3:13])=[O:10])[CH2:6][CH2:5]2)=[C:17]([N+:22]([O-:24])=[O:23])[CH:18]=[N:19]1. (2) Given the reactants [Cl-:1].[CH2:2]([N:4]([CH2:14][CH3:15])[CH2:5][CH2:6][CH2:7][CH2:8][CH2:9][CH2:10][C:11](O)=[O:12])[CH3:3], predict the reaction product. The product is: [CH2:2]([N:4]([CH2:14][CH3:15])[CH2:5][CH2:6][CH2:7][CH2:8][CH2:9][CH2:10][C:11]([Cl:1])=[O:12])[CH3:3]. (3) Given the reactants [NH2:1][CH2:2][C@@H:3]1[C@H:8]([CH3:9])[CH2:7][CH2:6][CH2:5][N:4]1[C:10]([C:12]1[N:13]=[C:14]([CH3:24])[S:15][C:16]=1[C:17]1[CH:22]=[CH:21][C:20]([F:23])=[CH:19][CH:18]=1)=[O:11].Cl[C:26]1[N:31]=[CH:30][C:29]([O:32][CH3:33])=[CH:28][N:27]=1.C1C=CC(P(C2C(C3C(P(C4C=CC=CC=4)C4C=CC=CC=4)=CC=C4C=3C=CC=C4)=C3C(C=CC=C3)=CC=2)C2C=CC=CC=2)=CC=1.CC([O-])(C)C.[Na+], predict the reaction product. The product is: [CH3:33][O:32][C:29]1[CH:28]=[N:27][C:26]([NH:1][CH2:2][C@@H:3]2[C@H:8]([CH3:9])[CH2:7][CH2:6][CH2:5][N:4]2[C:10]([C:12]2[N:13]=[C:14]([CH3:24])[S:15][C:16]=2[C:17]2[CH:18]=[CH:19][C:20]([F:23])=[CH:21][CH:22]=2)=[O:11])=[N:31][CH:30]=1. (4) Given the reactants Cl.[Cl:2][C:3]1[N:8]=[CH:7][C:6]([O:9][CH2:10][CH:11]2[CH2:16][CH2:15][NH:14][CH2:13][CH2:12]2)=[CH:5][N:4]=1.[CH3:17][C:18]1([CH3:21])[CH2:20][O:19]1.C([O-])([O-])=O.[K+].[K+], predict the reaction product. The product is: [Cl:2][C:3]1[N:8]=[CH:7][C:6]([O:9][CH2:10][CH:11]2[CH2:16][CH2:15][N:14]([CH2:17][C:18]([CH3:21])([OH:19])[CH3:20])[CH2:13][CH2:12]2)=[CH:5][N:4]=1. (5) Given the reactants [Cl:1][C:2]1[CH:3]=[C:4]2[CH:10]=[CH:9][N:8]([C:11]3[N:15]([CH3:16])[N:14]=[C:13]([CH3:17])[C:12]=3/[CH:18]=[CH:19]/[C:20](O)=[O:21])[C:5]2=[N:6][CH:7]=1.CC1C=CC=C([N+]([O-])=O)C=1C(OC(=O)C1C([N+]([O-])=O)=CC=CC=1C)=O.[CH2:48]([S:52]([NH2:55])(=[O:54])=[O:53])[CH2:49][CH2:50][CH3:51].C(N(CC)CC)C, predict the reaction product. The product is: [CH2:48]([S:52]([NH:55][C:20](=[O:21])/[CH:19]=[CH:18]/[C:12]1[C:13]([CH3:17])=[N:14][N:15]([CH3:16])[C:11]=1[N:8]1[C:5]2=[N:6][CH:7]=[C:2]([Cl:1])[CH:3]=[C:4]2[CH:10]=[CH:9]1)(=[O:54])=[O:53])[CH2:49][CH2:50][CH3:51]. (6) Given the reactants [CH2:1]([O:3][C:4]([C:6]1[N:7]([S:16]([C:19]2[CH:24]=[CH:23][C:22]([CH3:25])=[CH:21][CH:20]=2)(=[O:18])=[O:17])[C:8]2[C:13]([CH:14]=1)=[CH:12][C:11](Br)=[CH:10][CH:9]=2)=[O:5])[CH3:2].C1(P(C2C=CC=CC=2)C2C3OC4C(=CC=CC=4P(C4C=CC=CC=4)C4C=CC=CC=4)C(C)(C)C=3C=CC=2)C=CC=CC=1.O.[CH:69]([O-:71])=[O:70].[Li+].[Cl-].[Li+].C(N(CC)C(C)C)(C)C.C(OC(=O)C)(=O)C, predict the reaction product. The product is: [CH3:2][CH2:1][O:3][C:4]([C:6]1[N:7]([S:16]([C:19]2[CH:24]=[CH:23][C:22]([CH3:25])=[CH:21][CH:20]=2)(=[O:18])=[O:17])[C:8]2[C:13]([CH:14]=1)=[CH:12][C:11]([C:69]([OH:71])=[O:70])=[CH:10][CH:9]=2)=[O:5]. (7) Given the reactants [C:1]([NH:5][S:6]([C:9]1[CH:13]=[CH:12][N:11](S(C2C=CC(C)=CC=2)(=O)=O)[CH:10]=1)(=[O:8])=[O:7])([CH3:4])([CH3:3])[CH3:2].CO.O.C([O-])([O-])=O.[K+].[K+], predict the reaction product. The product is: [C:1]([NH:5][S:6]([C:9]1[CH:13]=[CH:12][NH:11][CH:10]=1)(=[O:8])=[O:7])([CH3:4])([CH3:2])[CH3:3]. (8) Given the reactants [Cl:1]([O-:3])=[O:2].[Na+:4].[P:5]([O-:9])([OH:8])([OH:7])=[O:6].[Na+].[Cl:11][C:12]1[CH:20]=[C:19]2[C:15]([C:16]([CH:21]=[O:22])=[CH:17][NH:18]2)=[CH:14][C:13]=1[C:23]1[CH:28]=[CH:27][C:26]([CH2:29][CH2:30][OH:31])=[C:25]([O:32][CH3:33])[CH:24]=1.CC(=CC)C.S([O-])([O-])=[O:40].[Na+].[Na+], predict the reaction product. The product is: [Cl:1]([O-:3])=[O:2].[Na+:4].[P:5]([O-:9])([OH:8])([OH:7])=[O:6].[Na+:4].[Cl:11][C:12]1[CH:20]=[C:19]2[C:15]([C:16]([C:21]([OH:40])=[O:22])=[CH:17][NH:18]2)=[CH:14][C:13]=1[C:23]1[CH:28]=[CH:27][C:26]([CH2:29][CH2:30][OH:31])=[C:25]([O:32][CH3:33])[CH:24]=1.